Regression. Given two drug SMILES strings and cell line genomic features, predict the synergy score measuring deviation from expected non-interaction effect. From a dataset of NCI-60 drug combinations with 297,098 pairs across 59 cell lines. Drug 1: C1CCN(CC1)CCOC2=CC=C(C=C2)C(=O)C3=C(SC4=C3C=CC(=C4)O)C5=CC=C(C=C5)O. Drug 2: CS(=O)(=O)CCNCC1=CC=C(O1)C2=CC3=C(C=C2)N=CN=C3NC4=CC(=C(C=C4)OCC5=CC(=CC=C5)F)Cl. Cell line: SK-OV-3. Synergy scores: CSS=3.30, Synergy_ZIP=-4.81, Synergy_Bliss=1.76, Synergy_Loewe=-10.1, Synergy_HSA=-0.551.